Dataset: M1 muscarinic receptor agonist screen with 61,833 compounds. Task: Binary Classification. Given a drug SMILES string, predict its activity (active/inactive) in a high-throughput screening assay against a specified biological target. (1) The compound is O1C23C(C(C1C=C3)C(OCCCC)=O)C(=O)N(C2)CCc1ccccc1. The result is 0 (inactive). (2) The drug is O=C1N(CC(C1)C(=O)NCC(N(C)C)c1ccc(OC)cc1)Cc1ccc(cc1)C. The result is 0 (inactive). (3) The drug is S(c1n(N)c(nn1)c1cc(OCC)ccc1)CC(=O)Nc1cc(OC)ccc1. The result is 0 (inactive).